This data is from Full USPTO retrosynthesis dataset with 1.9M reactions from patents (1976-2016). The task is: Predict the reactants needed to synthesize the given product. (1) The reactants are: N[C:2]1[CH:10]=[CH:9][CH:8]=[C:7]2[C:3]=1[CH2:4][N:5]([CH:12]1[CH2:17][CH2:16][C:15](=[O:18])[NH:14][C:13]1=[O:19])[C:6]2=[O:11].N([O-])=[O:21].[Na+].Cl.CO[C@@H]1[C@@H](C(OC)=O)[C@@H]2[C@@H](CN3[C@H](C2)C2NC4C=C(OC)C=CC=4C=2CC3)C[C@H]1OC(C1C=C(OC)C(OC)=C(OC)C=1)=O. Given the product [OH:21][C:2]1[CH:10]=[CH:9][CH:8]=[C:7]2[C:3]=1[CH2:4][N:5]([CH:12]1[CH2:17][CH2:16][C:15](=[O:18])[NH:14][C:13]1=[O:19])[C:6]2=[O:11], predict the reactants needed to synthesize it. (2) Given the product [CH3:30][O:29][CH2:28][CH2:27][O:8][C:9]1[CH:10]=[CH:11][C:12]([CH2:15][C:16]([O:18][CH3:19])=[O:17])=[N:13][CH:14]=1, predict the reactants needed to synthesize it. The reactants are: [Si]([O:8][C:9]1[CH:10]=[CH:11][C:12]([CH2:15][C:16]([O:18][CH3:19])=[O:17])=[N:13][CH:14]=1)(C(C)(C)C)(C)C.C([O-])([O-])=O.[Cs+].[Cs+].Br[CH2:27][CH2:28][O:29][CH3:30]. (3) Given the product [F:1][C:2]1[CH:7]=[CH:6][C:5]([C:8]2[O:9][C:10]3[CH:20]=[CH:19][C:18]([C:21]4[CH:29]=[C:25]([C:26](=[O:28])[NH:42][C:39]5([C:37]6[N:36]=[CH:35][N:34]([CH3:33])[CH:38]=6)[CH2:41][CH2:40]5)[C:24]([O:30][CH3:31])=[CH:23][C:22]=4[CH3:32])=[CH:17][C:11]=3[C:12]=2[C:13]([NH:14][CH3:15])=[O:16])=[CH:4][CH:3]=1, predict the reactants needed to synthesize it. The reactants are: [F:1][C:2]1[CH:7]=[CH:6][C:5]([C:8]2[O:9][C:10]3[CH:20]=[CH:19][C:18]([C:21]4[C:22]([CH3:32])=[CH:23][C:24]([O:30][CH3:31])=[C:25]([CH:29]=4)[C:26]([OH:28])=O)=[CH:17][C:11]=3[C:12]=2[C:13](=[O:16])[NH:14][CH3:15])=[CH:4][CH:3]=1.[CH3:33][N:34]1[CH:38]=[C:37]([C:39]2([NH2:42])[CH2:41][CH2:40]2)[N:36]=[CH:35]1.CCN=C=NCCCN(C)C.Cl.C1C=CC2N(O)N=NC=2C=1. (4) Given the product [CH2:2]([N+:9]([O-:10])=[CH:27][C:26]1[CH:29]=[CH:30][CH:31]=[CH:32][C:25]=1[N:22]1[CH2:23][CH2:24][N:19]([C:16]2[CH:15]=[CH:14][C:13]([C:12]([F:34])([F:11])[F:33])=[CH:18][N:17]=2)[CH2:20][CH2:21]1)[C:3]1[CH:8]=[CH:7][CH:6]=[CH:5][CH:4]=1, predict the reactants needed to synthesize it. The reactants are: Cl.[CH2:2]([NH:9][OH:10])[C:3]1[CH:8]=[CH:7][CH:6]=[CH:5][CH:4]=1.[F:11][C:12]([F:34])([F:33])[C:13]1[CH:14]=[CH:15][C:16]([N:19]2[CH2:24][CH2:23][N:22]([C:25]3[CH:32]=[CH:31][CH:30]=[CH:29][C:26]=3[CH:27]=O)[CH2:21][CH2:20]2)=[N:17][CH:18]=1. (5) Given the product [CH2:14]([C:11]1[CH:10]=[CH:9][C:8]([NH2:7])=[CH:13][CH:12]=1)[CH2:15][C:16]1[CH:17]=[CH:18][CH:19]=[CH:20][CH:21]=1, predict the reactants needed to synthesize it. The reactants are: C(OC(=O)[NH:7][C:8]1[CH:13]=[CH:12][C:11]([CH2:14][CH2:15][C:16]2[CH:21]=[CH:20][CH:19]=[CH:18][CH:17]=2)=[CH:10][CH:9]=1)(C)(C)C.C(O)(C(F)(F)F)=O. (6) Given the product [Cl:25][C:20]1[CH:21]=[CH:22][CH:23]=[CH:24][C:19]=1[C:18]1[CH:17]=[CH:16][N:15]=[CH:14][C:13]=1[NH:7][CH2:8][C:9]([F:12])([F:10])[F:11], predict the reactants needed to synthesize it. The reactants are: C(OC(=O)[N:7]([C:13]1[CH:14]=[N:15][CH:16]=[CH:17][C:18]=1[C:19]1[CH:24]=[CH:23][CH:22]=[CH:21][C:20]=1[Cl:25])[CH2:8][C:9]([F:12])([F:11])[F:10])(C)(C)C.C(O)(C(F)(F)F)=O. (7) Given the product [C:23]([C:19]1([C:16]2[CH:17]=[CH:18][C:13]([C:3]3[CH:4]=[C:5]4[C:9](=[CH:10][C:2]=3[Cl:1])[NH:8][CH:7]=[C:6]4[C:11]([OH:32])=[O:12])=[CH:14][CH:15]=2)[CH2:22][CH2:21][CH2:20]1)([OH:25])=[O:24], predict the reactants needed to synthesize it. The reactants are: [Cl:1][C:2]1[CH:10]=[C:9]2[C:5]([C:6]([CH:11]=[O:12])=[CH:7][NH:8]2)=[CH:4][C:3]=1[C:13]1[CH:18]=[CH:17][C:16]([C:19]2([C:23]([OH:25])=[O:24])[CH2:22][CH2:21][CH2:20]2)=[CH:15][CH:14]=1.CC(=CC)C.Cl([O-])=[O:32].[Na+].OP([O-])(O)=O.[Na+].